This data is from Forward reaction prediction with 1.9M reactions from USPTO patents (1976-2016). The task is: Predict the product of the given reaction. Given the reactants [C:1]1(=[O:8])[CH2:6][CH2:5][CH2:4][C:3](=[O:7])[CH2:2]1.[OH-].[K+].Cl[CH2:12][CH:13]=O.Cl, predict the reaction product. The product is: [O:7]1[C:3]2[CH2:4][CH2:5][CH2:6][C:1](=[O:8])[C:2]=2[CH:13]=[CH:12]1.